Dataset: NCI-60 drug combinations with 297,098 pairs across 59 cell lines. Task: Regression. Given two drug SMILES strings and cell line genomic features, predict the synergy score measuring deviation from expected non-interaction effect. (1) Drug 1: C1C(C(OC1N2C=C(C(=O)NC2=O)F)CO)O. Drug 2: C1=CN(C(=O)N=C1N)C2C(C(C(O2)CO)O)O.Cl. Cell line: EKVX. Synergy scores: CSS=2.84, Synergy_ZIP=-1.41, Synergy_Bliss=-0.244, Synergy_Loewe=-0.113, Synergy_HSA=-0.155. (2) Drug 1: CC1=CC2C(CCC3(C2CCC3(C(=O)C)OC(=O)C)C)C4(C1=CC(=O)CC4)C. Drug 2: CC1=C(C(CCC1)(C)C)C=CC(=CC=CC(=CC(=O)O)C)C. Cell line: RPMI-8226. Synergy scores: CSS=67.5, Synergy_ZIP=21.6, Synergy_Bliss=21.3, Synergy_Loewe=1.12, Synergy_HSA=23.6.